From a dataset of Peptide-MHC class II binding affinity with 134,281 pairs from IEDB. Regression. Given a peptide amino acid sequence and an MHC pseudo amino acid sequence, predict their binding affinity value. This is MHC class II binding data. (1) The peptide sequence is LPPIVAKEIVASCDKC. The MHC is DRB4_0101 with pseudo-sequence DRB4_0103. The binding affinity (normalized) is 0.711. (2) The peptide sequence is ENPVVHLFRNIVTPR. The MHC is DRB1_1501 with pseudo-sequence DRB1_1501. The binding affinity (normalized) is 0.842. (3) The peptide sequence is MYKECEWPLTHTIGT. The MHC is HLA-DQA10102-DQB10501 with pseudo-sequence HLA-DQA10102-DQB10501. The binding affinity (normalized) is 0.309. (4) The peptide sequence is MGDVAWDFSSAGGFF. The MHC is DRB4_0101 with pseudo-sequence DRB4_0103. The binding affinity (normalized) is 0.457.